This data is from Catalyst prediction with 721,799 reactions and 888 catalyst types from USPTO. The task is: Predict which catalyst facilitates the given reaction. (1) Reactant: [C:1]([NH:5][C:6](=[O:25])[C:7]1[CH:12]=[CH:11][CH:10]=[C:9]([N:13]2[C:21]3[C:16](=[CH:17][C:18]([N+:22]([O-])=O)=[CH:19][CH:20]=3)[CH:15]=[CH:14]2)[CH:8]=1)([CH3:4])([CH3:3])[CH3:2]. Product: [NH2:22][C:18]1[CH:17]=[C:16]2[C:21](=[CH:20][CH:19]=1)[N:13]([C:9]1[CH:8]=[C:7]([CH:12]=[CH:11][CH:10]=1)[C:6]([NH:5][C:1]([CH3:3])([CH3:4])[CH3:2])=[O:25])[CH:14]=[CH:15]2. The catalyst class is: 612. (2) The catalyst class is: 19. Reactant: [F:1][C:2]([F:26])([F:25])[C:3]1[N:7]2[N:8]=[C:9]([N:12]3[CH2:17][CH2:16][CH:15]([C:18]4[CH:23]=[CH:22][C:21]([OH:24])=[CH:20][CH:19]=4)[CH2:14][CH2:13]3)[CH:10]=[CH:11][C:6]2=[N:5][N:4]=1. Product: [F:26][C:2]([F:1])([F:25])[C:3]1[N:7]2[N:8]=[C:9]([N:12]3[CH2:17][CH2:16][CH:15]([C:18]4[CH:19]=[CH:20][C:21]([OH:24])=[CH:22][CH:23]=4)[CH2:14][CH2:13]3)[CH2:10][CH2:11][C:6]2=[N:5][N:4]=1. (3) Reactant: [OH:1][C@H:2]1[CH2:6][CH2:5][NH:4][CH2:3]1.C(N(CC)CC)C.[CH3:14][S:15](Cl)(=[O:17])=[O:16]. Product: [CH3:14][S:15]([O:1][C@H:2]1[CH2:6][CH2:5][N:4]([S:15]([CH3:14])(=[O:17])=[O:16])[CH2:3]1)(=[O:17])=[O:16]. The catalyst class is: 119. (4) Reactant: Br[C:2]1[CH:15]=[CH:14][C:13]2[C:4](=[C:5]3[C:10](=[CH:11][CH:12]=2)[CH:9]=[CH:8][CH:7]=[N:6]3)[N:3]=1.[C:16]1([C:35]2[CH:40]=[CH:39][CH:38]=[CH:37][CH:36]=2)[CH:21]=[CH:20][CH:19]=[C:18](C2C3C(=CC=CC=3)C(B(O)O)=CC=2)[CH:17]=1.[C:41]1([CH3:47])[CH:46]=[CH:45][CH:44]=[CH:43][CH:42]=1.[C:48](=O)([O-])[O-].[K+].[K+].[CH2:54](O)[CH3:55]. Product: [C:16]1([C:35]2[CH:40]=[CH:39][CH:38]=[CH:37][CH:36]=2)[CH:17]=[CH:18][CH:19]=[C:20]([C:15]2[C:2]([C:45]3[C:46]4[C:41](=[CH:47][CH:48]=[CH:54][CH:55]=4)[CH:42]=[CH:43][CH:44]=3)=[N:3][C:4]3[C:13]([CH:14]=2)=[CH:12][CH:11]=[C:10]2[C:5]=3[N:6]=[CH:7][CH:8]=[CH:9]2)[CH:21]=1. The catalyst class is: 492.